Dataset: Forward reaction prediction with 1.9M reactions from USPTO patents (1976-2016). Task: Predict the product of the given reaction. (1) Given the reactants [CH2:1]([C:4]1[CH:5]=[C:6]2[C:11](=[CH:12][CH:13]=1)[CH:10]=[C:9]([OH:14])[CH:8]=[CH:7]2)[CH2:2][CH3:3].[F:15]C(F)(F)S([O-])(=O)=O.[Na+].Cl, predict the reaction product. The product is: [F:15][C:10]1[C:11]2[C:6](=[CH:5][C:4]([CH2:1][CH2:2][CH3:3])=[CH:13][CH:12]=2)[CH:7]=[CH:8][C:9]=1[OH:14]. (2) Given the reactants [CH3:1][C:2]1[CH:3]=[C:4]([C:9]2[N:10]=[CH:11][C:12]([NH2:15])=[N:13][CH:14]=2)[CH:5]=[CH:6][C:7]=1[CH3:8].N1C=CC=CC=1.[Cl:22][C:23]1[CH:24]=[CH:25][C:26]([N+:32]([O-:34])=[O:33])=[C:27]([CH:31]=1)[C:28](Cl)=[O:29], predict the reaction product. The product is: [Cl:22][C:23]1[CH:24]=[CH:25][C:26]([N+:32]([O-:34])=[O:33])=[C:27]([CH:31]=1)[C:28]([NH:15][C:12]1[CH:11]=[N:10][C:9]([C:4]2[CH:5]=[CH:6][C:7]([CH3:8])=[C:2]([CH3:1])[CH:3]=2)=[CH:14][N:13]=1)=[O:29]. (3) Given the reactants [F:1][C:2]1[CH:7]=[CH:6][CH:5]=[C:4]([F:8])[C:3]=1[C:9]1[NH:17][C:16]2[CH2:15][CH2:14][N:13]([C:18]3[N:19]([CH2:27][CH3:28])[N:20]=[C:21]([C:23]([F:26])([F:25])[F:24])[CH:22]=3)[C:12](=O)[C:11]=2[CH:10]=1.CSC, predict the reaction product. The product is: [F:8][C:4]1[CH:5]=[CH:6][CH:7]=[C:2]([F:1])[C:3]=1[C:9]1[NH:17][C:16]2[CH2:15][CH2:14][N:13]([C:18]3[N:19]([CH2:27][CH3:28])[N:20]=[C:21]([C:23]([F:26])([F:25])[F:24])[CH:22]=3)[CH2:12][C:11]=2[CH:10]=1. (4) Given the reactants F[C:2]1[CH:7]=[CH:6][C:5]([N+:8]([O-:10])=[O:9])=[CH:4][CH:3]=1.[CH3:11][C@@H:12]1[CH2:17][NH:16][CH2:15][C@H:14]([CH3:18])[NH:13]1, predict the reaction product. The product is: [CH3:11][C@H:12]1[NH:13][C@@H:14]([CH3:18])[CH2:15][N:16]([C:2]2[CH:7]=[CH:6][C:5]([N+:8]([O-:10])=[O:9])=[CH:4][CH:3]=2)[CH2:17]1. (5) Given the reactants C(O)C(N)(CO)CO.Cl.[P:10]([O:22][CH2:23][C@H:24]1[O:28][C@@H:27]([N:29]2[C:38]3[N:37]=[CH:36][N:35]=[C:33]([NH2:34])[C:32]=3[N:31]=[CH:30]2)[C@H:26]([OH:39])[C@@H:25]1[OH:40])([O:13][P:14]([O:17]P(O)(O)=O)([OH:16])=[O:15])(=[O:12])[OH:11].NO.S([O-])([O-])(=O)=O.[NH4+].[NH4+].S([O-])([O-])(=O)=O.[Mg+2].[NH2:56][C@H:57]([C:62]([OH:64])=[O:63])[CH2:58][C:59]([OH:61])=[O:60], predict the reaction product. The product is: [P:10](=[O:11])([OH:22])([OH:13])[OH:12].[NH2:56][C@H:57]([C:62]([OH:64])=[O:63])[CH2:58][C:59]([OH:61])=[O:60].[P:10]([O:22][CH2:23][C@H:24]1[O:28][C@@H:27]([N:29]2[C:38]3[N:37]=[CH:36][N:35]=[C:33]([NH2:34])[C:32]=3[N:31]=[CH:30]2)[C@H:26]([OH:39])[C@@H:25]1[OH:40])([O:13][P:14]([OH:16])([OH:17])=[O:15])(=[O:11])[OH:12]. (6) Given the reactants [Cl:1][C:2]1[N:3]=[CH:4][C:5]2[CH:10]=[CH:9][NH:8][C:6]=2[N:7]=1.Br[C:12]1[CH:17]=[CH:16][CH:15]=[CH:14][N:13]=1.N[C@@H]1CCCC[C@H]1N.P([O-])([O-])([O-])=O.[K+].[K+].[K+], predict the reaction product. The product is: [Cl:1][C:2]1[N:3]=[CH:4][C:5]2[CH:10]=[CH:9][N:8]([C:12]3[CH:17]=[CH:16][CH:15]=[CH:14][N:13]=3)[C:6]=2[N:7]=1. (7) Given the reactants [CH:1]1([C:5]2[CH:6]=[C:7]([NH2:11])[N:8]([CH3:10])[N:9]=2)[CH2:4][CH2:3][CH2:2]1.[C:12]1([O:18][C:19](Cl)=[O:20])[CH:17]=[CH:16][CH:15]=[CH:14][CH:13]=1, predict the reaction product. The product is: [C:12]1([O:18][C:19](=[O:20])[NH:11][C:7]2[N:8]([CH3:10])[N:9]=[C:5]([CH:1]3[CH2:2][CH2:3][CH2:4]3)[CH:6]=2)[CH:17]=[CH:16][CH:15]=[CH:14][CH:13]=1. (8) Given the reactants [Li][CH2:2]CCC.[O:6]([C:13]1[CH:14]=[C:15]([C:19]23[CH2:26][CH2:25][C:22]([CH2:27][CH2:28][CH2:29][CH:30]=O)([CH2:23][CH2:24]2)[CH2:21][O:20]3)[CH:16]=[CH:17][CH:18]=1)[C:7]1[CH:12]=[CH:11][CH:10]=[CH:9][CH:8]=1, predict the reaction product. The product is: [CH2:27]([C:22]12[CH2:25][CH2:26][C:19]([C:15]3[CH:16]=[CH:17][CH:18]=[C:13]([O:6][C:7]4[CH:12]=[CH:11][CH:10]=[CH:9][CH:8]=4)[CH:14]=3)([CH2:24][CH2:23]1)[O:20][CH2:21]2)[CH2:28][CH2:29][CH:30]=[CH2:2]. (9) Given the reactants Br.Br[C:3]1[C:7]([C:8]2[CH:13]=[CH:12][CH:11]=[CH:10][N:9]=2)=[N:6][NH:5][C:4]=1[NH2:14].[C:15]([N:23]=[C:24]=[S:25])(=[O:22])[C:16]1[CH:21]=[CH:20][CH:19]=[CH:18][CH:17]=1.N1C=CC=CC=1.O1CCOCC1, predict the reaction product. The product is: [N:9]1[CH:10]=[CH:11][CH:12]=[CH:13][C:8]=1[C:7]1[C:3]2[S:25][C:24]([NH:23][C:15](=[O:22])[C:16]3[CH:17]=[CH:18][CH:19]=[CH:20][CH:21]=3)=[N:14][C:4]=2[NH:5][N:6]=1. (10) Given the reactants [C:1]([O:5][C:6]([N:8]1[CH2:13][CH2:12][NH:11][CH2:10][CH2:9]1)=[O:7])([CH3:4])([CH3:3])[CH3:2].[CH3:14][CH2:15][C:16](=O)[CH2:17]C.C(O)(=O)C.C(O[BH-](OC(=O)C)OC(=O)C)(=O)C.[Na+], predict the reaction product. The product is: [C:1]([O:5][C:6]([N:8]1[CH2:13][CH2:12][N:11]([CH:15]([CH2:16][CH3:17])[CH3:14])[CH2:10][CH2:9]1)=[O:7])([CH3:4])([CH3:2])[CH3:3].